From a dataset of Reaction yield outcomes from USPTO patents with 853,638 reactions. Predict the reaction yield, written as a fraction of the theoretical maximum amount of product (1.0 means a 100% yield; for example, 0.34 means a 34% yield). (1) The reactants are [F:1][C:2]1[C:10]([F:11])=[CH:9][CH:8]=[CH:7][C:3]=1[C:4]([OH:6])=[O:5].[CH3:12]O. No catalyst specified. The product is [F:1][C:2]1[C:10]([F:11])=[CH:9][CH:8]=[CH:7][C:3]=1[C:4]([O:6][CH3:12])=[O:5]. The yield is 0.960. (2) The yield is 0.0470. The reactants are C1CCN2C(=NCCC2)CC1.[C:12]([O:20][CH:21]([O:28][C:29]([NH:31][CH2:32][C:33]1([CH2:39][C:40]([O:42]CCC#N)=[O:41])[CH2:38][CH2:37][CH2:36][CH2:35][CH2:34]1)=[O:30])[C:22]1[CH:27]=[CH:26][CH:25]=[CH:24][CH:23]=1)(=[O:19])[C:13]1[CH:18]=[CH:17][CH:16]=[CH:15][CH:14]=1. The product is [C:12]([O:20][CH:21]([O:28][C:29]([NH:31][CH2:32][C:33]1([CH2:39][C:40]([OH:42])=[O:41])[CH2:34][CH2:35][CH2:36][CH2:37][CH2:38]1)=[O:30])[C:22]1[CH:27]=[CH:26][CH:25]=[CH:24][CH:23]=1)(=[O:19])[C:13]1[CH:14]=[CH:15][CH:16]=[CH:17][CH:18]=1. The catalyst is C(Cl)Cl. (3) The reactants are [CH2:1]([NH:3][C:4]1[CH:9]=[C:8]([N:10]2[CH2:15][CH2:14][NH:13][CH2:12][CH2:11]2)[CH:7]=[CH:6][C:5]=1[N+:16]([O-:18])=[O:17])[CH3:2].[OH-].[Na+].[C:21]([O:25][C:26](O[C:26]([O:25][C:21]([CH3:24])([CH3:23])[CH3:22])=[O:27])=[O:27])([CH3:24])([CH3:23])[CH3:22].Cl. The catalyst is C1COCC1.O. The product is [CH2:1]([NH:3][C:4]1[CH:9]=[C:8]([N:10]2[CH2:11][CH2:12][N:13]([C:26]([O:25][C:21]([CH3:24])([CH3:23])[CH3:22])=[O:27])[CH2:14][CH2:15]2)[CH:7]=[CH:6][C:5]=1[N+:16]([O-:18])=[O:17])[CH3:2]. The yield is 0.980. (4) The reactants are [C:1]([O:4][CH:5]([C@@H:7]1[C@:24]2([CH3:25])[C@H:10]([C@H:11]3[C@H:21]([CH2:22][CH2:23]2)[C@:19]2([CH3:20])[C:14](=[CH:15][C@@H:16](O)[CH2:17][CH2:18]2)[CH2:13][CH2:12]3)[CH2:9][CH2:8]1)[CH3:6])(=[O:3])[CH3:2].CS(Cl)(=O)=O.O. The catalyst is C1COCC1. The product is [C:1]([O:4][CH:5]([C@@H:7]1[C@:24]2([CH3:25])[C@H:10]([C@H:11]3[C@H:21]([CH2:22][CH2:23]2)[C@:19]2([CH3:20])[C:14]([CH:15]=[CH:16][CH2:17][CH2:18]2)=[CH:13][CH2:12]3)[CH2:9][CH2:8]1)[CH3:6])(=[O:3])[CH3:2]. The yield is 0.910.